This data is from Catalyst prediction with 721,799 reactions and 888 catalyst types from USPTO. The task is: Predict which catalyst facilitates the given reaction. (1) Reactant: [CH3:1][C:2](C)([O-])C.[K+].[Br:7][C:8]1[C:13]([CH3:14])=[CH:12][CH:11]=[CH:10][C:9]=1[NH:15][CH2:16][CH2:17][OH:18].ClCC(OCC)=[O:22]. Product: [Br:7][C:8]1[C:13]([CH3:14])=[CH:12][CH:11]=[CH:10][C:9]=1[N:15]1[CH2:2][CH2:1][O:18][CH2:17][C:16]1=[O:22]. The catalyst class is: 1. (2) Reactant: [NH2:1][C:2]1[CH:7]=[CH:6][C:5]([N:8]([CH3:32])[CH:9]2[CH2:14][CH2:13][N:12]([CH2:15][C:16]3[CH:21]=[CH:20][C:19]([C:22]([OH:31])([C:27]([F:30])([F:29])[F:28])[C:23]([F:26])([F:25])[F:24])=[CH:18][CH:17]=3)[CH2:11][CH2:10]2)=[C:4]([F:33])[CH:3]=1.[N:34]1[CH:39]=[CH:38][C:37]([NH:40][C:41](=O)[O:42]C2C=CC=CC=2)=[CH:36][CH:35]=1.O1CCOCC1. Product: [F:33][C:4]1[CH:3]=[C:2]([NH:1][C:41]([NH:40][C:37]2[CH:38]=[CH:39][N:34]=[CH:35][CH:36]=2)=[O:42])[CH:7]=[CH:6][C:5]=1[N:8]([CH:9]1[CH2:14][CH2:13][N:12]([CH2:15][C:16]2[CH:17]=[CH:18][C:19]([C:22]([OH:31])([C:23]([F:24])([F:25])[F:26])[C:27]([F:30])([F:28])[F:29])=[CH:20][CH:21]=2)[CH2:11][CH2:10]1)[CH3:32]. The catalyst class is: 7. (3) Reactant: [CH3:1][O:2][C:3](=[O:15])[CH:4]([O:11][CH2:12][CH:13]=O)[C:5]1[CH:10]=[CH:9][CH:8]=[CH:7][CH:6]=1.[C:16]([O:20][C:21]([CH3:24])([CH3:23])[CH3:22])(=[O:19])[NH:17][NH2:18]. Product: [CH3:1][O:2][C:3](=[O:15])[CH:4]([C:5]1[CH:6]=[CH:7][CH:8]=[CH:9][CH:10]=1)[O:11][CH2:12][CH:13]=[N:18][NH:17][C:16]([O:20][C:21]([CH3:24])([CH3:23])[CH3:22])=[O:19]. The catalyst class is: 11. (4) Reactant: [Cl:1][C:2]1[C:3]([NH:23][C:24]2[CH:28]=[C:27]([CH3:29])[NH:26][N:25]=2)=[N:4][C:5]([NH:8][C:9]2[CH:14]=[C:13]([CH3:15])[C:12]([CH:16]3[CH2:21][CH2:20][NH:19][CH2:18][CH2:17]3)=[CH:11][C:10]=2[F:22])=[N:6][CH:7]=1.C(N(CC)CC)C.[CH3:37][N:38]([CH3:42])[C:39](Cl)=[O:40]. Product: [Cl:1][C:2]1[C:3]([NH:23][C:24]2[CH:28]=[C:27]([CH3:29])[NH:26][N:25]=2)=[N:4][C:5]([NH:8][C:9]2[C:10]([F:22])=[CH:11][C:12]([CH:16]3[CH2:17][CH2:18][N:19]([C:39]([N:38]([CH3:42])[CH3:37])=[O:40])[CH2:20][CH2:21]3)=[C:13]([CH3:15])[CH:14]=2)=[N:6][CH:7]=1. The catalyst class is: 3. (5) Reactant: [C:1]([O:5][C:6]([NH:8][C@H:9]1[CH2:27][C:26]2[CH:28]=[C:22]([CH:23]=[CH:24][C:25]=2[OH:29])[C:21]2=[CH:30][C:17](=[C:18]([OH:31])[CH:19]=[CH:20]2)[CH2:16][C@@H:15]([C:32](O)=[O:33])[N:14]([CH3:35])[C:13](=[O:36])[C@H:12]([CH2:37][C@@H:38]([OH:48])[CH2:39][NH:40][C:41]([O:43][C:44]([CH3:47])([CH3:46])[CH3:45])=[O:42])[NH:11][C:10]1=[O:49])=[O:7])([CH3:4])([CH3:3])[CH3:2].[NH2:50][CH:51]1[CH2:56][CH2:55][N:54]([C:57]([O:59][C:60]([CH3:63])([CH3:62])[CH3:61])=[O:58])[CH2:53][CH2:52]1.CCN(C(C)C)C(C)C.CN(C(ON1N=NC2C=CC=NC1=2)=[N+](C)C)C.F[P-](F)(F)(F)(F)F. Product: [C:1]([O:5][C:6]([NH:8][C@H:9]1[CH2:27][C:26]2[CH:28]=[C:22]([CH:23]=[CH:24][C:25]=2[OH:29])[C:21]2=[CH:30][C:17](=[C:18]([OH:31])[CH:19]=[CH:20]2)[CH2:16][C@@H:15]([C:32]([NH:50][CH:51]2[CH2:52][CH2:53][N:54]([C:57]([O:59][C:60]([CH3:63])([CH3:62])[CH3:61])=[O:58])[CH2:55][CH2:56]2)=[O:33])[N:14]([CH3:35])[C:13](=[O:36])[C@H:12]([CH2:37][C@@H:38]([OH:48])[CH2:39][NH:40][C:41]([O:43][C:44]([CH3:47])([CH3:46])[CH3:45])=[O:42])[NH:11][C:10]1=[O:49])=[O:7])([CH3:2])([CH3:4])[CH3:3]. The catalyst class is: 3. (6) Reactant: [NH2:1][C:2](=[O:29])[C@@H:3]([NH:12][C:13]([C:15]1([NH:21][C:22](=[O:28])[O:23][C:24]([CH3:27])([CH3:26])[CH3:25])[CH2:20][CH2:19][O:18][CH2:17][CH2:16]1)=[O:14])[CH2:4][C:5]1[CH:10]=[CH:9][C:8](I)=[CH:7][CH:6]=1.[CH3:30][N:31]1[C:36](=[O:37])[CH2:35][O:34][C:33]2[CH:38]=[CH:39][C:40](B3OC(C)(C)C(C)(C)O3)=[CH:41][C:32]1=2.C(=O)([O-])[O-].[Na+].[Na+]. Product: [NH2:1][C:2](=[O:29])[C@@H:3]([NH:12][C:13]([C:15]1([NH:21][C:22](=[O:28])[O:23][C:24]([CH3:27])([CH3:26])[CH3:25])[CH2:20][CH2:19][O:18][CH2:17][CH2:16]1)=[O:14])[CH2:4][C:5]1[CH:10]=[CH:9][C:8]([C:40]2[CH:39]=[CH:38][C:33]3[O:34][CH2:35][C:36](=[O:37])[N:31]([CH3:30])[C:32]=3[CH:41]=2)=[CH:7][CH:6]=1. The catalyst class is: 10.